From a dataset of Full USPTO retrosynthesis dataset with 1.9M reactions from patents (1976-2016). Predict the reactants needed to synthesize the given product. (1) Given the product [CH2:63]([O:65][C:66]([C:68]1[C:73]([NH:10][C:3]2[CH:4]=[CH:5][C:6]([S:8][CH3:9])=[CH:7][C:2]=2[F:1])=[C:72]([CH3:75])[N:71]2[N:76]=[CH:77][CH:78]=[C:70]2[N:69]=1)=[O:67])[CH3:64], predict the reactants needed to synthesize it. The reactants are: [F:1][C:2]1[CH:7]=[C:6]([S:8][CH3:9])[CH:5]=[CH:4][C:3]=1[NH2:10].C1(P(C2C=CC=CC=2)C2(P(C3C=CC=CC=3)C3C=CC=CC=3)CC=C3C(C=CC=C3)=C2C2C3C(=CC=CC=3)C=CC=2)C=CC=CC=1.C(=O)([O-])[O-].[Cs+].[Cs+].[CH2:63]([O:65][C:66]([C:68]1[C:73](Cl)=[C:72]([CH3:75])[N:71]2[N:76]=[CH:77][CH:78]=[C:70]2[N:69]=1)=[O:67])[CH3:64]. (2) Given the product [CH3:10][O:9][C:7]1[CH:6]=[C:5]([CH3:11])[CH:4]=[C:3]([O:2][CH3:1])[C:8]=1[CH2:21][CH2:20][CH2:19][CH2:18][C:12]1[CH:17]=[CH:16][CH:15]=[CH:14][CH:13]=1, predict the reactants needed to synthesize it. The reactants are: [CH3:1][O:2][C:3]1[CH:4]=[C:5]([CH3:11])[CH:6]=[C:7]([O:9][CH3:10])[CH:8]=1.[C:12]1([CH2:18][CH2:19][CH2:20][CH2:21]Br)[CH:17]=[CH:16][CH:15]=[CH:14][CH:13]=1. (3) Given the product [O:7]=[C:6]1[C:5]2[C:4](=[CH:11][CH:10]=[CH:9][CH:8]=2)[C:3](=[O:12])[N:2]1[O:1][CH2:14][C:15]1[N:16]([CH2:29][CH2:30][CH2:31][CH2:32][NH:33][S:34]([CH3:37])(=[O:36])=[O:35])[C:17]2[C:22]([CH3:23])=[C:21]([CH3:24])[N:20]3[N:25]=[N:26][N:27]=[C:19]3[C:18]=2[N:28]=1, predict the reactants needed to synthesize it. The reactants are: [OH:1][N:2]1[C:6](=[O:7])[C:5]2=[CH:8][CH:9]=[CH:10][CH:11]=[C:4]2[C:3]1=[O:12].Cl[CH2:14][C:15]1[N:16]([CH2:29][CH2:30][CH2:31][CH2:32][NH:33][S:34]([CH3:37])(=[O:36])=[O:35])[C:17]2[C:22]([CH3:23])=[C:21]([CH3:24])[N:20]3[N:25]=[N:26][N:27]=[C:19]3[C:18]=2[N:28]=1.C(N(CC)CC)C. (4) Given the product [O:1]=[C:2]1[N:7]([CH2:8][C:9]([NH:24][CH2:23][C@@H:22]([C:16]2[CH:21]=[CH:20][CH:19]=[CH:18][CH:17]=2)[CH3:25])=[O:11])[N:6]=[N:5][C:4]2[CH:12]=[CH:13][CH:14]=[CH:15][C:3]1=2, predict the reactants needed to synthesize it. The reactants are: [O:1]=[C:2]1[N:7]([CH2:8][C:9]([OH:11])=O)[N:6]=[N:5][C:4]2[CH:12]=[CH:13][CH:14]=[CH:15][C:3]1=2.[C:16]1([C@@H:22]([CH3:25])[CH2:23][NH2:24])[CH:21]=[CH:20][CH:19]=[CH:18][CH:17]=1. (5) Given the product [Cl:4][C:5]1[CH:6]=[CH:7][N:8]2[CH2:13][CH2:12][N:11]([C:14]3[CH:15]=[C:16]4[C:20](=[CH:21][CH:22]=3)[N:19]([CH2:23][C:24]([OH:26])=[O:25])[CH:18]=[CH:17]4)[C:10](=[O:31])[C:9]=12, predict the reactants needed to synthesize it. The reactants are: O[Li].O.[Cl:4][C:5]1[CH:6]=[CH:7][N:8]2[CH2:13][CH2:12][N:11]([C:14]3[CH:15]=[C:16]4[C:20](=[CH:21][CH:22]=3)[N:19]([CH2:23][C:24]([O:26]C(C)(C)C)=[O:25])[CH:18]=[CH:17]4)[C:10](=[O:31])[C:9]=12. (6) The reactants are: [CH:1]([C:3]1[S:7][C:6]([NH:8][C:9](=[O:11])[CH3:10])=[N:5][CH:4]=1)=O.[CH3:12][CH:13]1[CH2:18][CH2:17][NH:16][CH2:15][CH2:14]1. Given the product [CH3:12][CH:13]1[CH2:18][CH2:17][N:16]([CH2:1][C:3]2[S:7][C:6]([NH:8][C:9](=[O:11])[CH3:10])=[N:5][CH:4]=2)[CH2:15][CH2:14]1, predict the reactants needed to synthesize it. (7) Given the product [NH2:11][C:12]1[C:13]([C:17](=[N:18][OH:19])[NH:2][CH2:3][CH2:4][CH2:5][NH:6][S:7]([CH3:10])(=[O:9])=[O:8])=[N:14][O:15][N:16]=1, predict the reactants needed to synthesize it. The reactants are: Cl.[NH2:2][CH2:3][CH2:4][CH2:5][NH:6][S:7]([CH3:10])(=[O:9])=[O:8].[NH2:11][C:12]1[C:13]([C:17](Cl)=[N:18][OH:19])=[N:14][O:15][N:16]=1.